From a dataset of Peptide-MHC class I binding affinity with 185,985 pairs from IEDB/IMGT. Regression. Given a peptide amino acid sequence and an MHC pseudo amino acid sequence, predict their binding affinity value. This is MHC class I binding data. (1) The peptide sequence is ITAGYNRYY. The MHC is HLA-A69:01 with pseudo-sequence HLA-A69:01. The binding affinity (normalized) is 0.0847. (2) The peptide sequence is YMWLGARFL. The MHC is HLA-A02:17 with pseudo-sequence HLA-A02:17. The binding affinity (normalized) is 0.580. (3) The binding affinity (normalized) is 0.532. The peptide sequence is QEHETSWHYD. The MHC is HLA-B44:02 with pseudo-sequence HLA-B44:02. (4) The peptide sequence is TIISEEYLSK. The MHC is HLA-A11:01 with pseudo-sequence HLA-A11:01. The binding affinity (normalized) is 0.949.